Dataset: Forward reaction prediction with 1.9M reactions from USPTO patents (1976-2016). Task: Predict the product of the given reaction. (1) Given the reactants Cl[C:2]1[CH:7]=[C:6]([C:8]2[N:13]=[C:12]([C:14]3[CH:19]=[CH:18][C:17]([F:20])=[CH:16][CH:15]=3)[CH:11]=[C:10]([C:21]([F:24])([F:23])[F:22])[N:9]=2)[CH:5]=[CH:4][N:3]=1.[C:25]([NH:29][S:30]([C:33]1[CH:34]=[C:35](B(O)O)[CH:36]=[CH:37][CH:38]=1)(=[O:32])=[O:31])([CH3:28])([CH3:27])[CH3:26], predict the reaction product. The product is: [C:25]([NH:29][S:30]([C:33]1[CH:34]=[CH:35][CH:36]=[C:37]([C:2]2[CH:7]=[C:6]([C:8]3[N:13]=[C:12]([C:14]4[CH:19]=[CH:18][C:17]([F:20])=[CH:16][CH:15]=4)[CH:11]=[C:10]([C:21]([F:24])([F:23])[F:22])[N:9]=3)[CH:5]=[CH:4][N:3]=2)[CH:38]=1)(=[O:32])=[O:31])([CH3:28])([CH3:26])[CH3:27]. (2) Given the reactants [C:1]([C:3]1[N:4]=[C:5]2[C:10]([N:11]3[CH2:16][CH2:15][O:14][CH2:13][CH2:12]3)=[CH:9][CH:8]=[N:7][N:6]2[C:17]=1[C:18]1[CH:19]=[CH:20][C:21]([N:24]2[CH2:29][CH2:28][N:27]([C:30]([O:32][C:33]([CH3:36])([CH3:35])[CH3:34])=[O:31])[CH2:26][CH2:25]2)=[N:22][CH:23]=1)#[CH:2].Br[C:38]1[CH:47]=[CH:46][C:45]2[C:40](=[CH:41][CH:42]=[CH:43][CH:44]=2)[N:39]=1.CN(C=O)C.CCN(C(C)C)C(C)C, predict the reaction product. The product is: [O:14]1[CH2:15][CH2:16][N:11]([C:10]2[C:5]3[N:6]([C:17]([C:18]4[CH:19]=[CH:20][C:21]([N:24]5[CH2:25][CH2:26][N:27]([C:30]([O:32][C:33]([CH3:36])([CH3:35])[CH3:34])=[O:31])[CH2:28][CH2:29]5)=[N:22][CH:23]=4)=[C:3]([C:1]#[C:2][C:38]4[CH:47]=[CH:46][C:45]5[C:40](=[CH:41][CH:42]=[CH:43][CH:44]=5)[N:39]=4)[N:4]=3)[N:7]=[CH:8][CH:9]=2)[CH2:12][CH2:13]1. (3) Given the reactants [H-].[Al+3].[Li+].[H-].[H-].[H-].[CH2:7]([C:9]1[N:18]=[C:17]([CH3:19])[CH:16]=[CH:15][C:10]=1[C:11](OC)=[O:12])[CH3:8].O.O.O.O.O.O.O.O.O.O.S([O-])([O-])(=O)=O.[Na+].[Na+], predict the reaction product. The product is: [CH2:7]([C:9]1[C:10]([CH2:11][OH:12])=[CH:15][CH:16]=[C:17]([CH3:19])[N:18]=1)[CH3:8]. (4) Given the reactants [CH3:1][O:2][C:3]1[CH:4]=[C:5]([C:9]2([CH2:16][CH2:17][CH3:18])[CH2:14][CH2:13][CH2:12][CH2:11][C:10]2=[O:15])[CH:6]=[CH:7][CH:8]=1.[Br:19]Br, predict the reaction product. The product is: [Br:19][CH:11]1[C:10](=[O:15])[C:9]([C:5]2[CH:6]=[CH:7][CH:8]=[C:3]([O:2][CH3:1])[CH:4]=2)([CH2:16][CH2:17][CH3:18])[CH2:14][CH2:13][CH2:12]1. (5) The product is: [OH:9][CH2:8][CH2:7][CH:4]1[CH2:5][CH2:6][N:1]([C:12]([O:14][C:15]([CH3:18])([CH3:17])[CH3:16])=[O:13])[CH2:2][CH2:3]1. Given the reactants [NH:1]1[CH2:6][CH2:5][CH:4]([CH2:7][CH2:8][OH:9])[CH2:3][CH2:2]1.[OH-].[Na+].[C:12](O[C:12]([O:14][C:15]([CH3:18])([CH3:17])[CH3:16])=[O:13])([O:14][C:15]([CH3:18])([CH3:17])[CH3:16])=[O:13], predict the reaction product. (6) Given the reactants [C:1]([O:5][C:6]([N:8]1[CH2:13][C@@H:12]([C:14](=[O:37])[NH:15][CH2:16][C:17]2([CH2:31][CH2:32][CH2:33][CH2:34][O:35][CH3:36])[C:30]3[CH:29]=[CH:28][CH:27]=[CH:26][C:25]=3[O:24][C:23]3[C:18]2=[CH:19][CH:20]=[CH:21][CH:22]=3)[CH2:11][C@@H:10]([C:38](O)=[O:39])[CH2:9]1)=[O:7])([CH3:4])([CH3:3])[CH3:2].[NH2:41][C@H:42]([CH2:47][OH:48])[CH2:43][CH:44]([CH3:46])[CH3:45], predict the reaction product. The product is: [C:1]([O:5][C:6]([N:8]1[CH2:13][C@@H:12]([C:14](=[O:37])[NH:15][CH2:16][C:17]2([CH2:31][CH2:32][CH2:33][CH2:34][O:35][CH3:36])[C:30]3[CH:29]=[CH:28][CH:27]=[CH:26][C:25]=3[O:24][C:23]3[C:18]2=[CH:19][CH:20]=[CH:21][CH:22]=3)[CH2:11][C@@H:10]([C:38](=[O:39])[NH:41][C@H:42]([CH2:47][OH:48])[CH2:43][CH:44]([CH3:46])[CH3:45])[CH2:9]1)=[O:7])([CH3:3])([CH3:2])[CH3:4]. (7) Given the reactants [OH-].[K+].[CH3:3]C1C=CC(S(N(N=O)C)(=O)=O)=CC=1.C(O)CO.CCOCC.[NH:26]1[C:30]2[CH:31]=[C:32]([N:35]3[CH:39]([C:40]4[CH:45]=[CH:44][CH:43]=[C:42]([F:46])[C:41]=4[F:47])[C:38]([C:48]4[CH:53]=[CH:52][CH:51]=[CH:50][CH:49]=4)=[C:37]([OH:54])[C:36]3=[O:55])[CH:33]=[CH:34][C:29]=2[N:28]=[CH:27]1, predict the reaction product. The product is: [NH:26]1[C:30]2[CH:31]=[C:32]([N:35]3[CH:39]([C:40]4[CH:45]=[CH:44][CH:43]=[C:42]([F:46])[C:41]=4[F:47])[C:38]([C:48]4[CH:53]=[CH:52][CH:51]=[CH:50][CH:49]=4)=[C:37]([O:54][CH3:3])[C:36]3=[O:55])[CH:33]=[CH:34][C:29]=2[N:28]=[CH:27]1.